From a dataset of Experimentally validated miRNA-target interactions with 360,000+ pairs, plus equal number of negative samples. Binary Classification. Given a miRNA mature sequence and a target amino acid sequence, predict their likelihood of interaction. (1) The miRNA is mmu-miR-206-3p with sequence UGGAAUGUAAGGAAGUGUGUGG. The protein sequence of the target gene is MSGEMDKPLISRRLVDSDGSLAEVPKEAPKVGILGSGDFARSLATRLVGSGFSVVVGSRNPKRTAGLFPSLAQVTFQEEAVSSPEVIFVAVFREHYSSLCSLADQLAGKILVDVSNPTEKEHLQHRQSNAEYLASLFPACTVVKAFNVISAWALQAGPRDGNRQVLICSDQPEAKRTISEMARAMGFTPLDMGSLASAREVEAIPLRLLPSWKVPTLLALGLFVCFYTYNFIRDVLQPYIRKDENKFYKMPLSVVNTTLPCVAYVLLSLVYLPGVLAAALQLRRGTKYQRFPDWLDHWLQ.... Result: 0 (no interaction). (2) The miRNA is mmu-miR-3075-5p with sequence UGUCUGGGAGCAGCCAAGGAC. The protein sequence of the target gene is MKAKRSHQAVIMSTSLRVSPSIHGYHFDTASRKKAVGNIFENTDQESLERLFRNSGDKKAEERAKIIFAIDQDVEEKTRALMALKKRTKDKLFQFLKLRKYSIKVH. Result: 0 (no interaction). (3) The miRNA is hsa-miR-362-5p with sequence AAUCCUUGGAACCUAGGUGUGAGU. The protein sequence of the target gene is MASTDYSTYSQAAAQQGYSAYTAQPTQGYAQTTQAYGQQSYGTYGQPTDVSYTQAQTTATYGQTAYATSYGQPPTGYTTPTAPQAYSQPVQGYGTGAYDTTTATVTTTQASYAAQSAYGTQPAYPAYGQQPAATAPTRPQDGNKPTETSQPQSSTGGYNQPSLGYGQSNYSYPQVPGSYPMQPVTAPPSYPPTSYSSTQPTSYDQSSYSQQNTYGQPSSYGQQSSYGQQSSYGQQPPTSYPPQTGSYSQAPSQYSQQSSSYGQQSSFRQDHPSSMGVYGQESGGFSGPGENRSMSGPDNR.... Result: 1 (interaction). (4) The protein sequence of the target gene is MEGTVESQTPDLRDVEGKVGRKTPEGLLRGLRGECELGTSGALLLPGASSTGHDLGDKIMALKMELAYLRAIDVKILQQLVTLNEGIEAVRWLLEERGTLTSHCSSLTSSQYSLTGGSPGRSRRGSWDSLPDTSTTDRLDSVSIGSFLDTVAPSELDEQGPPGAPRSEMDWAKVIAGGERARTEVDVAATRLGSLRAVWKPPGERLQGGPPESPEDESAKLGFEAHWFWEQCQDDVTFL. The miRNA is hsa-miR-4726-3p with sequence ACCCAGGUUCCCUCUGGCCGCA. Result: 0 (no interaction). (5) The miRNA is hsa-miR-3135b with sequence GGCUGGAGCGAGUGCAGUGGUG. The protein sequence of the target gene is MSLNSSLSCRKELSNLTEEEGGEGGVIITQFIAIIVITIFVCLGNLVIVVTLYKKSYLLTLSNKFVFSLTLSNFLLSVLVLPFVVTSSIRREWIFGVVWCNFSALLYLLISSASMLTLGVIAIDRYYAVLYPMVYPMKITGNRAVMALVYIWLHSLIGCLPPLFGWSSVEFDEFKWMCVAAWHREPGYTAFWQIWCALFPFLVMLVCYGFIFRVARVKARKVHCGTVVIVEEDAQRTGRKNSSTSTSSSGSRRNAFQGVVYSANQCKALITILVVLGAFMVTWGPYMVVIASEALWGKSS.... Result: 1 (interaction).